From a dataset of Forward reaction prediction with 1.9M reactions from USPTO patents (1976-2016). Predict the product of the given reaction. (1) Given the reactants [CH3:1][Mg]Cl.[CH3:4][O:5][C:6](=[O:20])[C:7](=[C:12]([C:14]1[O:15][C:16]([CH3:19])=[CH:17][CH:18]=1)[CH3:13])[C:8]([O:10][CH3:11])=[O:9].[NH4+].[Cl-], predict the reaction product. The product is: [CH3:11][O:10][C:8](=[O:9])[CH:7]([C:12]([CH3:1])([C:14]1[O:15][C:16]([CH3:19])=[CH:17][CH:18]=1)[CH3:13])[C:6]([O:5][CH3:4])=[O:20]. (2) Given the reactants CS(O[CH2:6][CH:7]1[CH2:10][CH:9]([N:11]([CH2:13][C@@H:14]2[C@@H:21]3[C@@H:17]([O:18][C:19]([CH3:23])([CH3:22])[O:20]3)[C@H:16]([N:24]3[CH:32]=[N:31][C:30]4[C:25]3=[N:26][CH:27]=[N:28][C:29]=4[NH2:33])[O:15]2)[CH3:12])[CH2:8]1)(=O)=O.[N-:34]=[N+:35]=[N-:36].[Na+].O, predict the reaction product. The product is: [N:34]([CH2:6][CH:7]1[CH2:8][CH:9]([N:11]([CH2:13][C@@H:14]2[C@H:21]3[O:20][C:19]([CH3:22])([CH3:23])[O:18][C@H:17]3[C@H:16]([N:24]3[CH:32]=[N:31][C:30]4[C:25]3=[N:26][CH:27]=[N:28][C:29]=4[NH2:33])[O:15]2)[CH3:12])[CH2:10]1)=[N+:35]=[N-:36]. (3) The product is: [CH2:11]([C@@H:18]1[CH2:22][O:21][C:20](=[O:23])[N:19]1[C:24](=[O:46])[C@H:25]([OH:54])[C@H:26]([C:33]1[CH:34]=[C:35]([CH:43]=[CH:44][CH:45]=1)[C:36]([O:38][C:39]([CH3:42])([CH3:41])[CH3:40])=[O:37])[C:27]1[CH:32]=[CH:31][CH:30]=[CH:29][N:28]=1)[C:12]1[CH:17]=[CH:16][CH:15]=[CH:14][CH:13]=1. Given the reactants C[Si](C)(C)[N-][Si](C)(C)C.[Na+].[CH2:11]([C@@H:18]1[CH2:22][O:21][C:20](=[O:23])[N:19]1[C:24](=[O:46])[CH2:25][C@H:26]([C:33]1[CH:34]=[C:35]([CH:43]=[CH:44][CH:45]=1)[C:36]([O:38][C:39]([CH3:42])([CH3:41])[CH3:40])=[O:37])[C:27]1[CH:32]=[CH:31][CH:30]=[CH:29][N:28]=1)[C:12]1[CH:17]=[CH:16][CH:15]=[CH:14][CH:13]=1.C1(S(N2C(C3C=CC=CC=3)O2)(=O)=[O:54])C=CC=CC=1.C12(CS(O)(=O)=O)C(C)(C)C(CC1)CC2=O, predict the reaction product. (4) The product is: [OH:25][C@@H:20]1[CH2:21][CH2:22][CH2:23][CH2:24][C@H:19]1[NH:18][C:16]1[S:17][C:13]2[CH:12]=[C:11]([CH2:10][N:7]3[C:6]4[CH:28]=[C:2]([C:47](=[O:52])[CH3:46])[CH:3]=[CH:4][C:5]=4[N:9]=[CH:8]3)[CH:27]=[CH:26][C:14]=2[N:15]=1. Given the reactants Br[C:2]1[CH:3]=[CH:4][C:5]2[N:9]=[CH:8][N:7]([CH2:10][C:11]3[CH:27]=[CH:26][C:14]4[N:15]=[C:16]([NH:18][C@@H:19]5[CH2:24][CH2:23][CH2:22][CH2:21][C@H:20]5[OH:25])[S:17][C:13]=4[CH:12]=3)[C:6]=2[CH:28]=1.BrC1C=CC2N(CC3C=CC4N=C(N[C@@H:46]5CCCC[C@H:47]5[OH:52])SC=4C=3)C=NC=2C=1, predict the reaction product. (5) Given the reactants Br[C:2]1[CH:21]=[CH:20][CH:19]=[CH:18][C:3]=1[CH2:4][N:5]([C:12]1[CH:17]=[CH:16][CH:15]=[CH:14][CH:13]=1)[C:6]1[CH:11]=[CH:10][CH:9]=[CH:8][CH:7]=1.C(=O)([O-])[O-].[K+].[K+], predict the reaction product. The product is: [C:6]1([N:5]2[CH2:4][C:3]3[C:18](=[CH:19][CH:20]=[CH:21][CH:2]=3)[C:13]3[CH:14]=[CH:15][CH:16]=[CH:17][C:12]2=3)[CH:11]=[CH:10][CH:9]=[CH:8][CH:7]=1.